Dataset: Catalyst prediction with 721,799 reactions and 888 catalyst types from USPTO. Task: Predict which catalyst facilitates the given reaction. (1) Reactant: [CH:1]1([N:4]([CH2:18][C:19]2[O:23][C:22]([C:24](OCC)=[O:25])=[N:21][N:20]=2)[S:5]([C:8]2[C:13]([CH3:14])=[CH:12][C:11]([O:15][CH3:16])=[CH:10][C:9]=2[CH3:17])(=[O:7])=[O:6])[CH2:3][CH2:2]1.[CH3:29][N:30]1[CH2:35][CH2:34][CH:33]([N:36]2[CH2:41][CH2:40][NH:39][CH2:38][CH2:37]2)[CH2:32][CH2:31]1.C[Al](C)C. Product: [CH:1]1([N:4]([CH2:18][C:19]2[O:23][C:22]([C:24]([N:39]3[CH2:38][CH2:37][N:36]([CH:33]4[CH2:34][CH2:35][N:30]([CH3:29])[CH2:31][CH2:32]4)[CH2:41][CH2:40]3)=[O:25])=[N:21][N:20]=2)[S:5]([C:8]2[C:13]([CH3:14])=[CH:12][C:11]([O:15][CH3:16])=[CH:10][C:9]=2[CH3:17])(=[O:6])=[O:7])[CH2:2][CH2:3]1. The catalyst class is: 26. (2) Reactant: [S:1]1[CH:5]=[CH:4][CH:3]=[C:2]1[S:6](Cl)(=[O:8])=[O:7].[CH3:10][O:11][C:12]1[CH:18]=[CH:17][C:15]([NH2:16])=[CH:14][C:13]=1[N:19]1[CH2:24][CH2:23][N:22]([CH3:25])[CH2:21][CH2:20]1. Product: [CH3:10][O:11][C:12]1[CH:18]=[CH:17][C:15]([NH:16][S:6]([C:2]2[S:1][CH:5]=[CH:4][CH:3]=2)(=[O:8])=[O:7])=[CH:14][C:13]=1[N:19]1[CH2:20][CH2:21][N:22]([CH3:25])[CH2:23][CH2:24]1. The catalyst class is: 21. (3) Reactant: [CH2:1](O)[CH2:2][CH2:3][CH2:4][CH2:5][CH2:6][CH:7]=[CH:8][CH:9]=[CH:10][CH2:11][CH3:12].CN(C)C1C=CC=CC=1.CN(C)C=O.CS([Cl:32])(=O)=O. Product: [Cl:32][CH2:1][CH2:2][CH2:3][CH2:4][CH2:5][CH2:6][CH:7]=[CH:8][CH:9]=[CH:10][CH2:11][CH3:12]. The catalyst class is: 805. (4) Reactant: [NH:1]([C@@H:3]([CH2:6][CH:7]1[CH2:12][CH2:11][CH2:10][O:9][CH2:8]1)[CH2:4][OH:5])N. Product: [NH2:1][C@@H:3]([CH2:6][CH:7]1[CH2:12][CH2:11][CH2:10][O:9][CH2:8]1)[CH2:4][OH:5]. The catalyst class is: 94.